Dataset: Forward reaction prediction with 1.9M reactions from USPTO patents (1976-2016). Task: Predict the product of the given reaction. (1) The product is: [CH:1]1([CH2:6][O:7][C:9]2[CH:14]=[CH:13][CH:12]=[CH:11][C:10]=2[N+:15]([O-:17])=[O:16])[CH2:5][CH2:4][CH2:3][CH2:2]1.[CH:18]1([CH2:23][O:24][C:25]2[CH:31]=[CH:30][CH:29]=[CH:28][C:26]=2[NH:27][C:6]([NH:32][C:33]2[S:34][CH:35]=[CH:36][N:37]=2)=[O:7])[CH2:19][CH2:20][CH2:21][CH2:22]1. Given the reactants [CH:1]1([CH2:6][OH:7])[CH2:5][CH2:4][CH2:3][CH2:2]1.F[C:9]1[CH:14]=[CH:13][CH:12]=[CH:11][C:10]=1[N+:15]([O-:17])=[O:16].[CH:18]1([CH2:23][O:24][C:25]2[CH:31]=[CH:30][CH:29]=[CH:28][C:26]=2[NH2:27])[CH2:22][CH2:21][CH2:20][CH2:19]1.[NH2:32][C:33]1[S:34][CH:35]=[CH:36][N:37]=1, predict the reaction product. (2) Given the reactants [F:1][C:2]1[CH:7]=[C:6]([CH2:8][S:9]([CH3:12])(=[O:11])=[O:10])[CH:5]=[CH:4][C:3]=1[C:13]1[CH:14]=[C:15]2[CH2:21][CH:20]([CH:22]3[CH2:27][CH2:26][NH:25][CH2:24][CH2:23]3)[O:19][C:16]2=[CH:17][N:18]=1.[F:28][C:29]([F:40])([F:39])[C:30]1([CH2:33]OS(C)(=O)=O)[CH2:32][CH2:31]1, predict the reaction product. The product is: [F:1][C:2]1[CH:7]=[C:6]([CH2:8][S:9]([CH3:12])(=[O:10])=[O:11])[CH:5]=[CH:4][C:3]=1[C:13]1[CH:14]=[C:15]2[CH2:21][CH:20]([CH:22]3[CH2:27][CH2:26][N:25]([CH2:33][C:30]4([C:29]([F:40])([F:39])[F:28])[CH2:32][CH2:31]4)[CH2:24][CH2:23]3)[O:19][C:16]2=[CH:17][N:18]=1. (3) Given the reactants [NH:1]1[CH:5]=[N:4][N:3]=[N:2]1.[OH-].C([N+](CCCC)(CCCC)CCCC)CCC.F[C:25]1[C:26]([C:31]#[N:32])=[N:27][CH:28]=[CH:29][CH:30]=1, predict the reaction product. The product is: [N:1]1([C:25]2[C:26]([C:31]#[N:32])=[N:27][CH:28]=[CH:29][CH:30]=2)[CH:5]=[N:4][N:3]=[N:2]1. (4) Given the reactants [NH2:1][C:2]1[C:3]2[C:10]([C:11]3[CH:16]=[CH:15][CH:14]=[C:13]([O:17][CH2:18][CH:19]4[CH2:23][CH2:22][C:21]([CH3:25])([CH3:24])[O:20]4)[CH:12]=3)=[CH:9][N:8]([C@@H:26]3[CH2:29][C@H:28]([CH2:30]O)[CH2:27]3)[C:4]=2[N:5]=[CH:6][N:7]=1.[OH:32][C@@H:33]1[CH2:37][CH2:36][NH:35][CH2:34]1, predict the reaction product. The product is: [NH2:1][C:2]1[C:3]2[C:10]([C:11]3[CH:16]=[CH:15][CH:14]=[C:13]([O:17][CH2:18][CH:19]4[CH2:23][CH2:22][C:21]([CH3:25])([CH3:24])[O:20]4)[CH:12]=3)=[CH:9][N:8]([C@@H:26]3[CH2:29][C@H:28]([CH2:30][N:35]4[CH2:36][CH2:37][C@@H:33]([OH:32])[CH2:34]4)[CH2:27]3)[C:4]=2[N:5]=[CH:6][N:7]=1. (5) Given the reactants Br[C:2]1[C:3]2[S:25][CH:24]=[CH:23][C:4]=2[N:5]=[C:6]([C:8]2[CH:13]=[CH:12][CH:11]=[C:10]([O:14][SiH2:15][C:16]([CH3:22])([CH3:21])[C:17]([CH3:20])([CH3:19])[CH3:18])[CH:9]=2)[N:7]=1.CC1(C)C(C)(C)OB([C:34]2[CH:39]=[CH:38][N:37]=[CH:36][CH:35]=2)O1.C(=O)([O-])[O-].[Na+].[Na+].C1(C)C=CC=CC=1, predict the reaction product. The product is: [N:37]1[CH:38]=[CH:39][C:34]([C:2]2[C:3]3[S:25][CH:24]=[CH:23][C:4]=3[N:5]=[C:6]([C:8]3[CH:13]=[CH:12][CH:11]=[C:10]([O:14][SiH2:15][C:16]([CH3:22])([CH3:21])[C:17]([CH3:20])([CH3:19])[CH3:18])[CH:9]=3)[N:7]=2)=[CH:35][CH:36]=1. (6) Given the reactants [C:1]([O:9][CH2:10][CH3:11])(=[O:8])[CH2:2][C:3]([O:5][CH2:6][CH3:7])=[O:4].[H-].[Na+].[F:14][C:15]1[CH:20]=[C:19]([N+:21]([O-:23])=[O:22])[CH:18]=[C:17]([F:24])[C:16]=1F.[Cl-].[NH4+], predict the reaction product. The product is: [F:14][C:15]1[CH:20]=[C:19]([N+:21]([O-:23])=[O:22])[CH:18]=[C:17]([F:24])[C:16]=1[CH:2]([C:3]([O:5][CH2:6][CH3:7])=[O:4])[C:1]([O:9][CH2:10][CH3:11])=[O:8]. (7) Given the reactants [CH:1]1([N:4]2[CH2:12][C:11]3[C:6](=[CH:7][CH:8]=[C:9](B4OC(C)(C)C(C)(C)O4)[CH:10]=3)[C:5]2=[O:22])[CH2:3][CH2:2]1.Br[C:24]1[CH:37]=[CH:36][C:27]([CH2:28][N:29]2[CH2:33][C@@H:32]([CH3:34])[O:31][C:30]2=[O:35])=[CH:26][CH:25]=1.C1(P(C2CCCCC2)C2CCCCC2)CCCCC1.P([O-])([O-])([O-])=O.[K+].[K+].[K+], predict the reaction product. The product is: [CH:1]1([N:4]2[CH2:12][C:11]3[C:6](=[CH:7][CH:8]=[C:9]([C:24]4[CH:37]=[CH:36][C:27]([CH2:28][N:29]5[CH2:33][C@@H:32]([CH3:34])[O:31][C:30]5=[O:35])=[CH:26][CH:25]=4)[CH:10]=3)[C:5]2=[O:22])[CH2:2][CH2:3]1. (8) Given the reactants [CH2:1]([C:3]1[N:7]2[N:8]=[C:9]([CH2:28]O)[C:10]([CH2:19][CH2:20][CH2:21][CH2:22][C:23]([O:25][CH2:26][CH3:27])=[O:24])=[C:11]([C:12]3[CH:13]=[N:14][CH:15]=[C:16]([CH3:18])[CH:17]=3)[C:6]2=[CH:5][CH:4]=1)[CH3:2].[C:30]1(=[O:40])[C:38]2[C:33](=[CH:34][CH:35]=[CH:36][CH:37]=2)[C:32](=[O:39])[NH:31]1.C1(P(C2C=CC=CC=2)C2C=CC=CC=2)C=CC=CC=1, predict the reaction product. The product is: [O:40]=[C:30]1[C:38]2[C:33](=[CH:34][CH:35]=[CH:36][CH:37]=2)[C:32](=[O:39])[N:31]1[CH2:28][C:9]1[C:10]([CH2:19][CH2:20][CH2:21][CH2:22][C:23]([O:25][CH2:26][CH3:27])=[O:24])=[C:11]([C:12]2[CH:13]=[N:14][CH:15]=[C:16]([CH3:18])[CH:17]=2)[C:6]2[N:7]([C:3]([CH2:1][CH3:2])=[CH:4][CH:5]=2)[N:8]=1. (9) Given the reactants Cl[C:2]1[N:3]=[N:4][C:5]([C:8]([F:11])([F:10])[F:9])=[CH:6][CH:7]=1.[CH3:12][O:13][C:14]1[CH:19]=[C:18](B2OC(C)(C)C(C)(C)O2)[CH:17]=[CH:16][N:15]=1.C([O-])([O-])=O.[K+].[K+], predict the reaction product. The product is: [CH3:12][O:13][C:14]1[CH:19]=[C:18]([C:2]2[N:3]=[N:4][C:5]([C:8]([F:11])([F:10])[F:9])=[CH:6][CH:7]=2)[CH:17]=[CH:16][N:15]=1. (10) Given the reactants Cl[C:2]1[CH:10]=[CH:9][CH:8]=[C:7]2[C:3]=1[CH:4]=[N:5][N:6]2[CH:11]1[CH2:16][CH2:15][CH2:14][CH2:13][O:12]1.CS(C)=O.[B:21]1([B:21]2[O:25][C:24]([CH3:27])([CH3:26])[C:23]([CH3:29])([CH3:28])[O:22]2)[O:25][C:24]([CH3:27])([CH3:26])[C:23]([CH3:29])([CH3:28])[O:22]1.C([O-])(=O)C.[K+], predict the reaction product. The product is: [O:12]1[CH2:13][CH2:14][CH2:15][CH2:16][CH:11]1[N:6]1[C:7]2[C:3](=[C:2]([B:21]3[O:25][C:24]([CH3:27])([CH3:26])[C:23]([CH3:29])([CH3:28])[O:22]3)[CH:10]=[CH:9][CH:8]=2)[CH:4]=[N:5]1.